From a dataset of Reaction yield outcomes from USPTO patents with 853,638 reactions. Predict the reaction yield, written as a fraction of the theoretical maximum amount of product (1.0 means a 100% yield; for example, 0.34 means a 34% yield). The reactants are [N:1]1([C:7]2[CH:8]=[CH:9][C:10]3[O:16][CH2:15][CH2:14][N:13](C(OC(C)(C)C)=O)[CH2:12][C:11]=3[CH:24]=2)[CH2:6][CH2:5][O:4][CH2:3][CH2:2]1.C(OCC)(=O)C.[ClH:31]. The catalyst is C(OCC)(=O)C. The product is [ClH:31].[ClH:31].[N:1]1([C:7]2[CH:8]=[CH:9][C:10]3[O:16][CH2:15][CH2:14][NH:13][CH2:12][C:11]=3[CH:24]=2)[CH2:2][CH2:3][O:4][CH2:5][CH2:6]1. The yield is 0.812.